Dataset: Peptide-MHC class II binding affinity with 134,281 pairs from IEDB. Task: Regression. Given a peptide amino acid sequence and an MHC pseudo amino acid sequence, predict their binding affinity value. This is MHC class II binding data. The peptide sequence is KASNPNYLAILVKYV. The MHC is DRB1_1302 with pseudo-sequence DRB1_1302. The binding affinity (normalized) is 0.837.